From a dataset of Full USPTO retrosynthesis dataset with 1.9M reactions from patents (1976-2016). Predict the reactants needed to synthesize the given product. (1) Given the product [CH3:1][CH:2]1[CH2:7][CH2:6][N:5]([CH:8]2[CH2:13][CH2:12][N:11]([S:22]([C:19]3[CH:18]=[CH:17][C:16]([C:14]#[N:15])=[CH:21][CH:20]=3)(=[O:24])=[O:23])[CH2:10][CH2:9]2)[CH2:4][CH2:3]1, predict the reactants needed to synthesize it. The reactants are: [CH3:1][CH:2]1[CH2:7][CH2:6][N:5]([CH:8]2[CH2:13][CH2:12][NH:11][CH2:10][CH2:9]2)[CH2:4][CH2:3]1.[C:14]([C:16]1[CH:21]=[CH:20][C:19]([S:22](Cl)(=[O:24])=[O:23])=[CH:18][CH:17]=1)#[N:15]. (2) The reactants are: [NH2:1][C:2]1[CH:11]=[CH:10][CH:9]=[C:8]2[C:3]=1[CH:4]=[CH:5][CH:6]=[N:7]2.[Cl:12][C:13]1[CH:14]=[C:15]([CH2:20][CH:21]([CH3:25])[C:22](O)=[O:23])[CH:16]=[CH:17][C:18]=1[Cl:19]. Given the product [Cl:12][C:13]1[CH:14]=[C:15]([CH2:20][CH:21]([CH3:25])[C:22]([NH:1][C:2]2[CH:11]=[CH:10][CH:9]=[C:8]3[C:3]=2[CH:4]=[CH:5][CH:6]=[N:7]3)=[O:23])[CH:16]=[CH:17][C:18]=1[Cl:19], predict the reactants needed to synthesize it. (3) The reactants are: CCCP(=O)=O.CN(C)C=O.[CH3:12][C:13]1[CH:18]=[CH:17][C:16]([NH2:19])=[CH:15][C:14]=1[NH:20][C:21]1[N:26]=[C:25]([C:27]2[CH:28]=[N:29][CH:30]=[CH:31][CH:32]=2)[CH:24]=[CH:23][N:22]=1.[CH2:33]([N:35]1[C:44]2[C:39](=[CH:40][CH:41]=[C:42]([CH3:45])[N:43]=2)[C:38](=[O:46])[C:37]([C:47](O)=[O:48])=[CH:36]1)[CH3:34].C(N(CC)CC)C.C(=O)([O-])O.[Na+]. Given the product [CH3:12][C:13]1[CH:18]=[CH:17][C:16]([NH:19][C:47]([C:37]2[C:38](=[O:46])[C:39]3[C:44](=[N:43][C:42]([CH3:45])=[CH:41][CH:40]=3)[N:35]([CH2:33][CH3:34])[CH:36]=2)=[O:48])=[CH:15][C:14]=1[NH:20][C:21]1[N:26]=[C:25]([C:27]2[CH:28]=[N:29][CH:30]=[CH:31][CH:32]=2)[CH:24]=[CH:23][N:22]=1, predict the reactants needed to synthesize it. (4) The reactants are: [Br:1][C:2]1[N:7]=[C:6]([C:8]([O:10]C)=[O:9])[C:5]([O:12][CH3:13])=[CH:4][CH:3]=1.O[Li].O. Given the product [Br:1][C:2]1[N:7]=[C:6]([C:8]([OH:10])=[O:9])[C:5]([O:12][CH3:13])=[CH:4][CH:3]=1, predict the reactants needed to synthesize it. (5) Given the product [C:1]([O:5][C:6](=[O:7])[NH:8][C:9]1([C:13](=[C:21]2[C:22](=[O:23])[O:24][C:17]([CH3:25])([CH3:16])[O:18][C:19]2=[O:20])[OH:15])[CH2:10][CH2:11][CH2:12]1)([CH3:2])([CH3:3])[CH3:4], predict the reactants needed to synthesize it. The reactants are: [C:1]([O:5][C:6]([NH:8][C:9]1([C:13]([OH:15])=O)[CH2:12][CH2:11][CH2:10]1)=[O:7])([CH3:4])([CH3:3])[CH3:2].[CH3:16][C:17]1([CH3:25])[O:24][C:22](=[O:23])[CH2:21][C:19](=[O:20])[O:18]1.CCN=C=NCCCN(C)C.Cl. (6) Given the product [CH2:32]([C@H:28]1[C:29](=[O:31])[O:30][C@H:26]([C@@H:23]([NH:22][S:17]([C:11]2[CH:10]=[CH:9][CH:8]=[CH:13][C:12]=2[N+:14]([O-:16])=[O:15])(=[O:19])=[O:18])[CH2:24][OH:25])[CH2:27]1)[CH3:33], predict the reactants needed to synthesize it. The reactants are: C(N(CC)CC)C.[CH:8]1[CH:13]=[C:12]([N+:14]([O-:16])=[O:15])[C:11]([S:17](Cl)(=[O:19])=[O:18])=[CH:10][CH:9]=1.Cl.[NH2:22][C@H:23]([C@H:26]1[O:30][C:29](=[O:31])[C@H:28]([CH2:32][CH3:33])[CH2:27]1)[CH2:24][OH:25].O1CCCC1. (7) Given the product [CH2:1]([NH:8][C:12]1[C:11]2[NH:10][C:9](=[O:21])[N:8]([CH2:1][C:2]3[CH:7]=[CH:6][CH:5]=[CH:4][CH:3]=3)[C:16]=2[CH:15]=[C:14]([CH:17]2[CH2:19][CH2:18]2)[N:13]=1)[CH:2]=[CH2:3], predict the reactants needed to synthesize it. The reactants are: [CH2:1]([N:8]1[C:16]2[CH:15]=[C:14]([CH:17]3[CH2:19][CH2:18]3)[N:13]=[C:12](Cl)[C:11]=2[NH:10][C:9]1=[O:21])[C:2]1[CH:7]=[CH:6][CH:5]=[CH:4][CH:3]=1.C(Cl)Cl.CO.